This data is from Reaction yield outcomes from USPTO patents with 853,638 reactions. The task is: Predict the reaction yield, written as a fraction of the theoretical maximum amount of product (1.0 means a 100% yield; for example, 0.34 means a 34% yield). (1) The reactants are [C:9](O[C:9]([O:11][C:12]([CH3:15])([CH3:14])[CH3:13])=[O:10])([O:11][C:12]([CH3:15])([CH3:14])[CH3:13])=[O:10].[OH-].[Na+].O.Cl.[NH:20]1[CH2:25][CH2:24][C:23](=[O:26])[CH2:22][CH2:21]1. The catalyst is O1CCOCC1. The product is [C:12]([O:11][C:9]([N:20]1[CH2:25][CH2:24][C:23](=[O:26])[CH2:22][CH2:21]1)=[O:10])([CH3:13])([CH3:14])[CH3:15]. The yield is 0.925. (2) The reactants are [O:1]([C:8]1[CH:14]=[CH:13][C:11]([NH2:12])=[CH:10][CH:9]=1)[C:2]1[CH:7]=[CH:6][CH:5]=[CH:4][CH:3]=1.C(N(CC)CC)C.[Cl:22][CH2:23][C:24](Cl)=[O:25]. The yield is 0.950. The product is [Cl:22][CH2:23][C:24]([NH:12][C:11]1[CH:10]=[CH:9][C:8]([O:1][C:2]2[CH:3]=[CH:4][CH:5]=[CH:6][CH:7]=2)=[CH:14][CH:13]=1)=[O:25]. The catalyst is ClCCl. (3) The reactants are [CH2:1]([N:3]([CH2:19][CH3:20])[CH2:4][CH2:5][N:6]1[CH2:11][CH2:10][C:9]2[NH:12][C:13]([CH:16]=O)=[C:14]([CH3:15])[C:8]=2[C:7]1=[O:18])[CH3:2].[F:21][C:22]1[CH:23]=[C:24]2[C:28](=[CH:29][C:30]=1[NH2:31])[NH:27][C:26](=[O:32])[CH2:25]2. The yield is 0.618. The product is [NH2:31][C:30]1[CH:29]=[C:28]2[C:24]([C:25](=[CH:16][C:13]3[NH:12][C:9]4[CH2:10][CH2:11][N:6]([CH2:5][CH2:4][N:3]([CH2:19][CH3:20])[CH2:1][CH3:2])[C:7](=[O:18])[C:8]=4[C:14]=3[CH3:15])[C:26](=[O:32])[NH:27]2)=[CH:23][C:22]=1[F:21]. No catalyst specified. (4) The reactants are [NH:1]([C:3]1[CH:11]=[CH:10][C:6]([C:7]([OH:9])=[O:8])=[CH:5][CH:4]=1)[NH2:2].C(=O)([O-])[O-].[Cs+].[Cs+].F[C:19]1[CH:26]=[CH:25][C:24]([I:27])=[CH:23][C:20]=1[CH:21]=O.C(O)(=O)CC(CC(O)=O)(C(O)=O)O. The catalyst is CN1CCCC1=O. The product is [I:27][C:24]1[CH:23]=[C:20]2[C:19](=[CH:26][CH:25]=1)[N:1]([C:3]1[CH:4]=[CH:5][C:6]([C:7]([OH:9])=[O:8])=[CH:10][CH:11]=1)[N:2]=[CH:21]2. The yield is 0.783. (5) The reactants are [Br:1][C:2]1[CH:9]=[CH:8][C:5]([CH:6]=O)=[C:4]([O:10][CH2:11][C:12]#[CH:13])[CH:3]=1.[CH:14]([CH:16]=P(C1C=CC=CC=1)(C1C=CC=CC=1)C1C=CC=CC=1)=[O:15]. The catalyst is C1COCC1. The product is [Br:1][C:2]1[CH:9]=[CH:8][C:5](/[CH:6]=[CH:16]/[CH:14]=[O:15])=[C:4]([O:10][CH2:11][C:12]#[CH:13])[CH:3]=1. The yield is 0.570. (6) The reactants are BrC1C=CC([N+]([O-])=O)=C(F)C=1.C(O)C.CNC.Br[C:19]1[CH:20]=[CH:21][C:22]([N+:28]([O-:30])=[O:29])=[C:23]([N:25]([CH3:27])[CH3:26])[CH:24]=1.[C:31]([N:39]1[CH2:44][CH2:43][NH:42][CH2:41][CH2:40]1)(=[O:38])[C:32]1[CH:37]=[CH:36][CH:35]=[CH:34][CH:33]=1.C1C=CC(P(C2C(C3C(P(C4C=CC=CC=4)C4C=CC=CC=4)=CC=C4C=3C=CC=C4)=C3C(C=CC=C3)=CC=2)C2C=CC=CC=2)=CC=1.C(=O)([O-])[O-].[Cs+].[Cs+]. The catalyst is CN1C(=O)CCC1.C1C=CC(/C=C/C(/C=C/C2C=CC=CC=2)=O)=CC=1.C1C=CC(/C=C/C(/C=C/C2C=CC=CC=2)=O)=CC=1.C1C=CC(/C=C/C(/C=C/C2C=CC=CC=2)=O)=CC=1.[Pd].[Pd].C(OCC)(=O)C.O. The product is [CH3:26][N:25]([CH3:27])[C:23]1[CH:24]=[C:19]([N:42]2[CH2:43][CH2:44][N:39]([C:31]([C:32]3[CH:33]=[CH:34][CH:35]=[CH:36][CH:37]=3)=[O:38])[CH2:40][CH2:41]2)[CH:20]=[CH:21][C:22]=1[N+:28]([O-:30])=[O:29]. The yield is 0.200. (7) The reactants are [CH:1]1([CH2:4][O:5][C:6]2[CH:25]=[CH:24][C:9]([CH2:10][N:11]3[CH2:20][CH2:19][C:18]4[C:13](=[CH:14][CH:15]=[C:16]([CH:21]([NH2:23])[CH3:22])[CH:17]=4)[CH2:12]3)=[CH:8][CH:7]=2)[CH2:3][CH2:2]1.[C:26](Cl)(=[O:29])[CH2:27][CH3:28]. No catalyst specified. The product is [CH:1]1([CH2:4][O:5][C:6]2[CH:25]=[CH:24][C:9]([CH2:10][N:11]3[CH2:20][CH2:19][C:18]4[C:13](=[CH:14][CH:15]=[C:16]([CH:21]([NH:23][C:26](=[O:29])[CH2:27][CH3:28])[CH3:22])[CH:17]=4)[CH2:12]3)=[CH:8][CH:7]=2)[CH2:3][CH2:2]1. The yield is 0.100.